This data is from Full USPTO retrosynthesis dataset with 1.9M reactions from patents (1976-2016). The task is: Predict the reactants needed to synthesize the given product. (1) Given the product [F:9][C:8]([F:11])([F:10])[C:6]1[CH:5]=[N:4][C:3]2[NH:12][C:13]3[CH2:18][CH2:17][CH2:16][C:15](=[O:19])[C:14]=3[C:2]=2[CH:7]=1, predict the reactants needed to synthesize it. The reactants are: Cl[C:2]1[C:3]([NH:12][C:13]2[CH2:18][CH2:17][CH2:16][C:15](=[O:19])[CH:14]=2)=[N:4][CH:5]=[C:6]([C:8]([F:11])([F:10])[F:9])[CH:7]=1.P([O-])([O-])([O-])=O.[K+].[K+].[K+].C1(C)C=CC=CC=1.Cl. (2) Given the product [NH2:1][CH:2]1[CH2:7][CH2:6][CH:5]([NH:8][C:9]2[N:17]=[C:16]3[C:12]([N:13]=[CH:14][N:15]3[CH:18]3[CH2:22][CH2:21][CH2:20][CH2:19]3)=[C:11]([NH:23][CH2:24][C:25]3[CH:30]=[CH:29][C:28]([C:33]4[S:32][CH:36]=[CH:35][CH:34]=4)=[CH:27][CH:26]=3)[N:10]=2)[CH2:4][CH2:3]1, predict the reactants needed to synthesize it. The reactants are: [NH2:1][CH:2]1[CH2:7][CH2:6][CH:5]([NH:8][C:9]2[N:17]=[C:16]3[C:12]([N:13]=[CH:14][N:15]3[CH:18]3[CH2:22][CH2:21][CH2:20][CH2:19]3)=[C:11]([NH:23][CH2:24][C:25]3[CH:30]=[CH:29][C:28](Br)=[CH:27][CH:26]=3)[N:10]=2)[CH2:4][CH2:3]1.[S:32]1[CH:36]=[CH:35][CH:34]=[C:33]1B(O)O.C1(P(C2C=CC=CC=2)C2C=CC=CC=2)C=CC=CC=1.C(=O)([O-])[O-].[Na+].[Na+]. (3) Given the product [CH3:42][O:41][C:39](=[O:40])[N:28]=[C:3]([S:2][CH3:1])[C:4]([C:18]1[CH:23]=[CH:22][C:21]([O:24][CH3:25])=[C:20]([O:26][CH3:27])[CH:19]=1)=[N:5][C:6]1[CH:11]=[CH:10][C:9]([C:12]2[N:16]=[C:15]([CH3:17])[O:14][N:13]=2)=[CH:8][CH:7]=1, predict the reactants needed to synthesize it. The reactants are: [CH3:1][S:2][C:3](=[NH:28])[CH:4]([C:18]1[CH:23]=[CH:22][C:21]([O:24][CH3:25])=[C:20]([O:26][CH3:27])[CH:19]=1)[NH:5][C:6]1[CH:11]=[CH:10][C:9]([C:12]2[N:16]=[C:15]([CH3:17])[O:14][N:13]=2)=[CH:8][CH:7]=1.N1C(C)=CC(C)=CC=1C.Cl[C:39]([O:41][CH3:42])=[O:40].C(OCC)(=O)C.